Dataset: TCR-epitope binding with 47,182 pairs between 192 epitopes and 23,139 TCRs. Task: Binary Classification. Given a T-cell receptor sequence (or CDR3 region) and an epitope sequence, predict whether binding occurs between them. (1) The epitope is AVFDRKSDAK. The TCR CDR3 sequence is CASSLTGQTDTQYF. Result: 0 (the TCR does not bind to the epitope). (2) The epitope is EIYKRWII. The TCR CDR3 sequence is CASSDGARKSSYNSPLHF. Result: 0 (the TCR does not bind to the epitope). (3) The epitope is SSNVANYQK. The TCR CDR3 sequence is CASSPPGQGIYGYTF. Result: 0 (the TCR does not bind to the epitope). (4) The epitope is VLQAVGACV. The TCR CDR3 sequence is CASSHASGAYQETQYF. Result: 0 (the TCR does not bind to the epitope). (5) The epitope is KPLEFGATSAAL. The TCR CDR3 sequence is CASSLPGLANGEYF. Result: 1 (the TCR binds to the epitope). (6) The epitope is FLLNKEMYL. The TCR CDR3 sequence is CASSQVMGDEKLFF. Result: 0 (the TCR does not bind to the epitope).